Dataset: Full USPTO retrosynthesis dataset with 1.9M reactions from patents (1976-2016). Task: Predict the reactants needed to synthesize the given product. (1) Given the product [C:1]([N:8]1[CH2:15][C@H:14]([OH:16])[CH2:13][C@H:9]1[C:10]([O:12][CH3:17])=[O:11])([O:3][C:4]([CH3:7])([CH3:6])[CH3:5])=[O:2], predict the reactants needed to synthesize it. The reactants are: [C:1]([N:8]1[CH2:15][C@H:14]([OH:16])[CH2:13][C@H:9]1[C:10]([OH:12])=[O:11])([O:3][C:4]([CH3:7])([CH3:6])[CH3:5])=[O:2].[C:17]([O-])([O-])=O.[K+].[K+].CI. (2) Given the product [N:35]1[CH:31]=[CH:30][CH:29]=[CH:34][C:33]=1[CH2:32][NH:37][C:22]([C:21]1[CH:25]=[CH:26][C:18]([NH:17][C:15]([C:10]2[C:9]([C:6]3[CH:7]=[CH:8][C:3]([C:2]([F:1])([F:27])[F:28])=[CH:4][CH:5]=3)=[CH:14][CH:13]=[CH:12][CH:11]=2)=[O:16])=[CH:19][CH:20]=1)=[O:23], predict the reactants needed to synthesize it. The reactants are: [F:1][C:2]([F:28])([F:27])[C:3]1[CH:8]=[CH:7][C:6]([C:9]2[CH:14]=[CH:13][CH:12]=[CH:11][C:10]=2[C:15]([NH:17][C:18]2[CH:26]=[CH:25][C:21]([C:22](O)=[O:23])=[CH:20][CH:19]=2)=[O:16])=[CH:5][CH:4]=1.[CH:29]1[CH:30]=[CH:31][C:32]2[N:37](O)N=[N:35][C:33]=2[CH:34]=1.CCN=C=NCCCN(C)C.Cl.NCC1C=CC=CN=1. (3) The reactants are: [CH2:1]([O:3][C:4]([C:6]1[C:14]2[NH:13][C:12]([CH3:15])=[N:11][C:10]=2[CH:9]=[CH:8][CH:7]=1)=[O:5])[CH3:2].[Cl:16][C:17]1[CH:24]=[C:23]([Cl:25])[CH:22]=[CH:21][C:18]=1[CH2:19]Cl.[I-].[K+].C(=O)([O-])[O-].[K+].[K+]. Given the product [Cl:16][C:17]1[CH:24]=[C:23]([Cl:25])[CH:22]=[CH:21][C:18]=1[CH2:19][N:11]1[C:10]2[CH:9]=[CH:8][CH:7]=[C:6]([C:4]([O:3][CH2:1][CH3:2])=[O:5])[C:14]=2[N:13]=[C:12]1[CH3:15], predict the reactants needed to synthesize it.